Dataset: Catalyst prediction with 721,799 reactions and 888 catalyst types from USPTO. Task: Predict which catalyst facilitates the given reaction. (1) Reactant: Br[C:2]1[S:6][C:5]2=[N:7][CH:8]=[C:9]([I:10])[N:4]2[N:3]=1.[CH3:11][S:12]([NH:15][CH2:16][C:17]1[CH:18]=[C:19](B(O)O)[CH:20]=[CH:21][CH:22]=1)(=[O:14])=[O:13].C(=O)([O-])[O-].[Cs+].[Cs+].O1CCOCC1. Product: [I:10][C:9]1[N:4]2[C:5]([S:6][C:2]([C:21]3[CH:22]=[C:17]([CH:18]=[CH:19][CH:20]=3)[CH2:16][NH:15][S:12]([CH3:11])(=[O:14])=[O:13])=[N:3]2)=[N:7][CH:8]=1. The catalyst class is: 189. (2) Reactant: [CH2:1]([O:3][C:4]1[C:13]([O:14][CH3:15])=[CH:12][C:11]2[C:10]([C:16]3[CH:24]=[CH:23][C:19]([C:20](O)=[O:21])=[CH:18][CH:17]=3)=[N:9][C@@H:8]3[CH2:25][CH2:26][S:27][CH2:28][C@@H:7]3[C:6]=2[CH:5]=1)[CH3:2].Cl.[CH3:30][C:31]1[S:35][C:34]([CH2:36][N:37]2[C:42]3[CH:43]=[C:44]([C:46]4[CH:51]=[CH:50][CH:49]=[CH:48][CH:47]=4)[S:45][C:41]=3[C:40](=[O:52])[N:39]([CH:53]3[CH2:58][CH2:57][NH:56][CH2:55][CH2:54]3)[C:38]2=[O:59])=[N:33][CH:32]=1.CN(C(ON1N=NC2C=CC=CC1=2)=[N+](C)C)C.F[P-](F)(F)(F)(F)F.CCN(C(C)C)C(C)C. Product: [CH2:1]([O:3][C:4]1[C:13]([O:14][CH3:15])=[CH:12][C:11]2[C:10]([C:16]3[CH:17]=[CH:18][C:19]([C:20]([N:56]4[CH2:57][CH2:58][CH:53]([N:39]5[C:40](=[O:52])[C:41]6[S:45][C:44]([C:46]7[CH:47]=[CH:48][CH:49]=[CH:50][CH:51]=7)=[CH:43][C:42]=6[N:37]([CH2:36][C:34]6[S:35][C:31]([CH3:30])=[CH:32][N:33]=6)[C:38]5=[O:59])[CH2:54][CH2:55]4)=[O:21])=[CH:23][CH:24]=3)=[N:9][C@@H:8]3[CH2:25][CH2:26][S:27][CH2:28][C@@H:7]3[C:6]=2[CH:5]=1)[CH3:2]. The catalyst class is: 2. (3) Reactant: O[C:2]([CH:4]([C:6]1[CH:19]=[CH:18][CH:17]=[C:8]([C:9]([C:11]2[CH:16]=[CH:15][CH:14]=[CH:13][CH:12]=2)=[O:10])[CH:7]=1)[CH3:5])=O.CC#N.[C:23]([O:27][CH3:28])(=[O:26])[CH:24]=C. Product: [C:9]([C:8]1[CH:7]=[C:6]([CH:4]([CH3:5])[CH2:2][CH2:24][C:23]([O:27][CH3:28])=[O:26])[CH:19]=[CH:18][CH:17]=1)(=[O:10])[C:11]1[CH:16]=[CH:15][CH:14]=[CH:13][CH:12]=1. The catalyst class is: 74. (4) The catalyst class is: 5. Product: [OH:20][C:21]1[CH:30]=[CH:29][C:24]2[C:25](=[O:28])/[C:26](=[CH:16]/[C:9]3[C:10]4[C:15](=[CH:14][CH:13]=[CH:12][CH:11]=4)[N:7]([CH2:6][O:5][CH2:4][CH2:3][Si:2]([CH3:19])([CH3:18])[CH3:1])[N:8]=3)/[O:27][C:23]=2[C:22]=1[CH2:31][N:32]1[CH2:33][CH2:34][N:35]([C:38]([O:40][C:41]([CH3:44])([CH3:43])[CH3:42])=[O:39])[CH2:36][CH2:37]1. Reactant: [CH3:1][Si:2]([CH3:19])([CH3:18])[CH2:3][CH2:4][O:5][CH2:6][N:7]1[C:15]2[C:10](=[CH:11][CH:12]=[CH:13][CH:14]=2)[C:9]([CH:16]=O)=[N:8]1.[OH:20][C:21]1[CH:30]=[CH:29][C:24]2[C:25](=[O:28])[CH2:26][O:27][C:23]=2[C:22]=1[CH2:31][N:32]1[CH2:37][CH2:36][N:35]([C:38]([O:40][C:41]([CH3:44])([CH3:43])[CH3:42])=[O:39])[CH2:34][CH2:33]1.N1CCCCC1.